This data is from Reaction yield outcomes from USPTO patents with 853,638 reactions. The task is: Predict the reaction yield, written as a fraction of the theoretical maximum amount of product (1.0 means a 100% yield; for example, 0.34 means a 34% yield). The reactants are Cl[C:2]1[CH:7]=[CH:6][N:5]2[CH:8]=[CH:9][N:10]=[C:4]2[CH:3]=1.[N:11]1[CH:16]=[CH:15][CH:14]=[CH:13][C:12]=1[C:17]1[C:18](B(O)O)=[C:19]2[CH2:24][CH2:23][CH2:22][N:20]2[N:21]=1.C(=O)(O)[O-].[Na+].C(Cl)Cl. The catalyst is C1C=CC=CC=1.C(O)C.C1C=CC([P]([Pd]([P](C2C=CC=CC=2)(C2C=CC=CC=2)C2C=CC=CC=2)([P](C2C=CC=CC=2)(C2C=CC=CC=2)C2C=CC=CC=2)[P](C2C=CC=CC=2)(C2C=CC=CC=2)C2C=CC=CC=2)(C2C=CC=CC=2)C2C=CC=CC=2)=CC=1.O. The product is [N:11]1[CH:16]=[CH:15][CH:14]=[CH:13][C:12]=1[C:17]1[C:18]([C:2]2[CH:7]=[CH:6][N:5]3[CH:8]=[CH:9][N:10]=[C:4]3[CH:3]=2)=[C:19]2[CH2:24][CH2:23][CH2:22][N:20]2[N:21]=1. The yield is 0.150.